This data is from Reaction yield outcomes from USPTO patents with 853,638 reactions. The task is: Predict the reaction yield, written as a fraction of the theoretical maximum amount of product (1.0 means a 100% yield; for example, 0.34 means a 34% yield). (1) The reactants are [Cl:1][C:2]1[CH:7]=[CH:6][C:5]([S:8]([NH:11][C:12]2[C:13]([C:19]([OH:21])=O)=[N:14][CH:15]=[C:16]([CH3:18])[CH:17]=2)(=[O:10])=[O:9])=[CH:4][C:3]=1[C:22]([F:25])([F:24])[F:23].Cl.[CH3:27][O:28][NH:29][CH3:30]. The catalyst is C1COCC1. The product is [CH3:27][O:28][N:29]([CH3:30])[C:19]([C:13]1[C:12]([NH:11][S:8]([C:5]2[CH:6]=[CH:7][C:2]([Cl:1])=[C:3]([C:22]([F:25])([F:23])[F:24])[CH:4]=2)(=[O:10])=[O:9])=[CH:17][C:16]([CH3:18])=[CH:15][N:14]=1)=[O:21]. The yield is 0.840. (2) The reactants are Cl[C:2]1[N:7]([CH2:8][CH2:9][CH3:10])[C:6](=[O:11])[NH:5][C:4](=[O:12])[CH:3]=1.[C:13]1([NH:19][NH2:20])[CH:18]=[CH:17][CH:16]=[CH:15][CH:14]=1. The catalyst is C(O)C. The product is [C:13]1([NH:19][NH:20][C:2]2[N:7]([CH2:8][CH2:9][CH3:10])[C:6](=[O:11])[NH:5][C:4](=[O:12])[CH:3]=2)[CH:18]=[CH:17][CH:16]=[CH:15][CH:14]=1. The yield is 0.560. (3) The reactants are [NH2:1][C:2]1[CH:3]=[C:4]([CH:8]2[C:17]([CH3:19])([CH3:18])[CH2:16][C:15]3[C:10](=[CH:11][CH:12]=[C:13]([C:20]([O-:22])=[O:21])[CH:14]=3)[NH:9]2)[CH:5]=[CH:6][CH:7]=1.[CH:23](N(CC)C(C)C)(C)C.[C:32]1([CH2:38][C:39](Cl)=[O:40])[CH:37]=[CH:36][CH:35]=[CH:34][CH:33]=1.C(OCC)(=O)C. The catalyst is ClCCl. The product is [CH3:23][O:21][C:20]([C:13]1[CH:14]=[C:15]2[C:10](=[CH:11][CH:12]=1)[NH:9][CH:8]([C:4]1[CH:5]=[CH:6][CH:7]=[C:2]([NH:1][C:39](=[O:40])[CH2:38][C:32]3[CH:37]=[CH:36][CH:35]=[CH:34][CH:33]=3)[CH:3]=1)[C:17]([CH3:18])([CH3:19])[CH2:16]2)=[O:22]. The yield is 0.671. (4) The reactants are O[C@H:2]1[C@H:6]([CH:7]=[CH2:8])[CH2:5][N:4]([C:9]([O:11][CH2:12][C:13]2[CH:18]=[CH:17][CH:16]=[CH:15][CH:14]=2)=[O:10])[CH2:3]1.C(N(CC)C(C)C)(C)C.F.F.F.C(N(CC)CC)C.[F:38]C(F)(S(F)(=O)=O)C(F)(F)C(F)(F)C(F)(F)F. The yield is 0.810. The catalyst is C1(C(F)(F)F)C=CC=CC=1. The product is [F:38][C@@H:2]1[C@H:6]([CH:7]=[CH2:8])[CH2:5][N:4]([C:9]([O:11][CH2:12][C:13]2[CH:18]=[CH:17][CH:16]=[CH:15][CH:14]=2)=[O:10])[CH2:3]1.